Dataset: Forward reaction prediction with 1.9M reactions from USPTO patents (1976-2016). Task: Predict the product of the given reaction. (1) The product is: [I:1][C:2]1[CH:7]=[N:6][N:5]([CH:27]2[CH2:28][CH2:29][CH2:30][CH2:31][O:26]2)[C:4](=[O:8])[CH:3]=1. Given the reactants [I:1][C:2]1[CH:7]=[N:6][NH:5][C:4](=[O:8])[CH:3]=1.C1(C)C=CC(S([O-])(=O)=O)=CC=1.[NH+]1C=CC=CC=1.[O:26]1[CH:31]=[CH:30][CH2:29][CH2:28][CH2:27]1, predict the reaction product. (2) Given the reactants C(N1CCN(C2C=CC(N)=CC=2)CC1)CC(C)C.[CH:19]1([N:25]2[CH2:30][CH2:29][N:28]([C:31]3[CH:36]=[CH:35][C:34]([N+:37]([O-])=O)=[CH:33][CH:32]=3)[CH2:27][CH2:26]2)[CH2:24][CH2:23][CH2:22][CH2:21][CH2:20]1, predict the reaction product. The product is: [CH:19]1([N:25]2[CH2:26][CH2:27][N:28]([C:31]3[CH:32]=[CH:33][C:34]([NH2:37])=[CH:35][CH:36]=3)[CH2:29][CH2:30]2)[CH2:20][CH2:21][CH2:22][CH2:23][CH2:24]1.